From a dataset of Forward reaction prediction with 1.9M reactions from USPTO patents (1976-2016). Predict the product of the given reaction. (1) Given the reactants [Cl:1][CH2:2][C:3]1[CH:4]=[N:5][CH:6]=[CH:7][CH:8]=1.O.O.O.O.O.O.[NH:15]1[CH2:20][CH2:19][NH:18][CH2:17][CH2:16]1, predict the reaction product. The product is: [ClH:1].[ClH:1].[ClH:1].[N:5]1[CH:6]=[CH:7][CH:8]=[C:3]([CH2:2][N:15]2[CH2:20][CH2:19][NH:18][CH2:17][CH2:16]2)[CH:4]=1. (2) Given the reactants [C:1]1([CH3:11])[CH:6]=[CH:5][C:4]([S:7][CH2:8][CH2:9][NH2:10])=[CH:3][CH:2]=1.Cl[C:13]([O:15][CH2:16][C:17]1[CH:22]=[CH:21][CH:20]=[CH:19][CH:18]=1)=[O:14].C([O-])([O-])=O.[Cs+].[Cs+].C(N(CC)CC)C, predict the reaction product. The product is: [C:1]1([CH3:11])[CH:2]=[CH:3][C:4]([S:7][CH2:8][CH2:9][NH:10][C:13](=[O:14])[O:15][CH2:16][C:17]2[CH:22]=[CH:21][CH:20]=[CH:19][CH:18]=2)=[CH:5][CH:6]=1. (3) Given the reactants [Br:1][C:2]1[CH:31]=[CH:30][C:5]([CH2:6][NH:7][CH2:8][C@H:9]2[CH2:14][CH2:13][C@H:12]([CH2:15][NH:16][C:17]3[N:26]=[C:25]([N:27]([CH3:29])[CH3:28])[C:24]4[C:19](=[CH:20][CH:21]=[CH:22][CH:23]=4)[N:18]=3)[CH2:11][CH2:10]2)=[C:4]([O:32][C:33]([F:36])([F:35])[F:34])[CH:3]=1.C=O.[C:39](O)(=O)C.[BH-](OC(C)=O)(OC(C)=O)OC(C)=O.[Na+], predict the reaction product. The product is: [Br:1][C:2]1[CH:31]=[CH:30][C:5]([CH2:6][N:7]([CH2:8][C@H:9]2[CH2:10][CH2:11][C@H:12]([CH2:15][NH:16][C:17]3[N:26]=[C:25]([N:27]([CH3:29])[CH3:28])[C:24]4[C:19](=[CH:20][CH:21]=[CH:22][CH:23]=4)[N:18]=3)[CH2:13][CH2:14]2)[CH3:39])=[C:4]([O:32][C:33]([F:35])([F:36])[F:34])[CH:3]=1. (4) The product is: [C:1]([O:5][C:6](=[O:17])[C:7]1[CH:12]=[C:11]([CH3:13])[C:10]([O:14][CH2:23][C@@H:24]([OH:31])[CH2:25][NH:26][C:27](=[O:30])[CH2:28][OH:29])=[C:9]([CH2:15][CH3:16])[CH:8]=1)([CH3:4])([CH3:3])[CH3:2]. Given the reactants [C:1]([O:5][C:6](=[O:17])[C:7]1[CH:12]=[C:11]([CH3:13])[C:10]([OH:14])=[C:9]([CH2:15][CH3:16])[CH:8]=1)([CH3:4])([CH3:3])[CH3:2].C(C1C=C(C(=N)NO)C=C(C)C=1O[CH2:23][C@@H:24]([OH:31])[CH2:25][NH:26][C:27](=[O:30])[CH2:28][OH:29])C, predict the reaction product. (5) The product is: [Cl:1][C:2]1[CH:7]=[CH:6][C:5]([C:8]2[CH:13]=[C:12]([CH:14]3[CH2:16][CH2:15]3)[N:11]3[N:17]=[CH:18][C:19]([C:20]#[C:21][C:23]4[CH:24]=[CH:25][C:26]([O:38][CH3:39])=[C:27]([S:29]([NH:32][C:33]([CH3:36])([CH3:37])[CH2:34][OH:35])(=[O:31])=[O:30])[CH:28]=4)=[C:10]3[N:9]=2)=[CH:4][CH:3]=1. Given the reactants [Cl:1][C:2]1[CH:7]=[CH:6][C:5]([C:8]2[CH:13]=[C:12]([CH:14]3[CH2:16][CH2:15]3)[N:11]3[N:17]=[CH:18][C:19]([C:20]#[CH:21])=[C:10]3[N:9]=2)=[CH:4][CH:3]=1.Br[C:23]1[CH:24]=[CH:25][C:26]([O:38][CH3:39])=[C:27]([S:29]([NH:32][C:33]([CH3:37])([CH3:36])[CH2:34][OH:35])(=[O:31])=[O:30])[CH:28]=1, predict the reaction product. (6) Given the reactants [CH2:1]([N:8]1[CH2:13][C@@H:12]([CH3:14])[NH:11][C@H:10]([CH3:15])[C:9]1=O)[C:2]1[CH:7]=[CH:6][CH:5]=[CH:4][CH:3]=1.[H-].[Al+3].[Li+].[H-].[H-].[H-].O, predict the reaction product. The product is: [CH2:1]([N:8]1[CH2:9][C@@H:10]([CH3:15])[NH:11][C@H:12]([CH3:14])[CH2:13]1)[C:2]1[CH:3]=[CH:4][CH:5]=[CH:6][CH:7]=1.